This data is from NCI-60 drug combinations with 297,098 pairs across 59 cell lines. The task is: Regression. Given two drug SMILES strings and cell line genomic features, predict the synergy score measuring deviation from expected non-interaction effect. (1) Drug 1: CCC1=CC2CC(C3=C(CN(C2)C1)C4=CC=CC=C4N3)(C5=C(C=C6C(=C5)C78CCN9C7C(C=CC9)(C(C(C8N6C)(C(=O)OC)O)OC(=O)C)CC)OC)C(=O)OC.C(C(C(=O)O)O)(C(=O)O)O. Drug 2: C(CN)CNCCSP(=O)(O)O. Cell line: HCC-2998. Synergy scores: CSS=61.9, Synergy_ZIP=4.56, Synergy_Bliss=4.74, Synergy_Loewe=-63.7, Synergy_HSA=4.10. (2) Cell line: MALME-3M. Drug 1: C1=CC=C(C=C1)NC(=O)CCCCCCC(=O)NO. Drug 2: CS(=O)(=O)OCCCCOS(=O)(=O)C. Synergy scores: CSS=18.1, Synergy_ZIP=-4.95, Synergy_Bliss=-4.77, Synergy_Loewe=-6.52, Synergy_HSA=-1.66. (3) Cell line: SW-620. Drug 2: C1CNP(=O)(OC1)N(CCCl)CCCl. Drug 1: CN(C(=O)NC(C=O)C(C(C(CO)O)O)O)N=O. Synergy scores: CSS=2.65, Synergy_ZIP=-4.59, Synergy_Bliss=-7.27, Synergy_Loewe=-11.7, Synergy_HSA=-11.6. (4) Drug 1: COC1=C(C=C2C(=C1)N=CN=C2NC3=CC(=C(C=C3)F)Cl)OCCCN4CCOCC4. Drug 2: C1=CC(=CC=C1C#N)C(C2=CC=C(C=C2)C#N)N3C=NC=N3. Cell line: HL-60(TB). Synergy scores: CSS=10.2, Synergy_ZIP=-1.24, Synergy_Bliss=0.659, Synergy_Loewe=0.964, Synergy_HSA=1.05. (5) Drug 1: C1CCC(CC1)NC(=O)N(CCCl)N=O. Drug 2: C1=C(C(=O)NC(=O)N1)N(CCCl)CCCl. Cell line: SW-620. Synergy scores: CSS=32.4, Synergy_ZIP=-9.35, Synergy_Bliss=-5.77, Synergy_Loewe=-8.49, Synergy_HSA=-3.62. (6) Drug 1: C1=C(C(=O)NC(=O)N1)N(CCCl)CCCl. Drug 2: C1C(C(OC1N2C=NC3=C2NC=NCC3O)CO)O. Cell line: OVCAR-5. Synergy scores: CSS=6.14, Synergy_ZIP=-6.83, Synergy_Bliss=-5.47, Synergy_Loewe=-13.4, Synergy_HSA=-4.89. (7) Drug 1: CCCS(=O)(=O)NC1=C(C(=C(C=C1)F)C(=O)C2=CNC3=C2C=C(C=N3)C4=CC=C(C=C4)Cl)F. Drug 2: C(=O)(N)NO. Cell line: LOX IMVI. Synergy scores: CSS=37.4, Synergy_ZIP=4.96, Synergy_Bliss=4.18, Synergy_Loewe=-17.8, Synergy_HSA=5.84.